This data is from Peptide-MHC class II binding affinity with 134,281 pairs from IEDB. The task is: Regression. Given a peptide amino acid sequence and an MHC pseudo amino acid sequence, predict their binding affinity value. This is MHC class II binding data. (1) The peptide sequence is REALAQTHSAIAVII. The MHC is HLA-DQA10501-DQB10301 with pseudo-sequence HLA-DQA10501-DQB10301. The binding affinity (normalized) is 0.255. (2) The peptide sequence is SPSLWEIDFAKQLASV. The MHC is DRB1_0101 with pseudo-sequence DRB1_0101. The binding affinity (normalized) is 0.213. (3) The binding affinity (normalized) is 0.486. The MHC is DRB1_0101 with pseudo-sequence DRB1_0101. The peptide sequence is LIHSLAKTNNQSLGF.